From a dataset of Full USPTO retrosynthesis dataset with 1.9M reactions from patents (1976-2016). Predict the reactants needed to synthesize the given product. Given the product [CH3:1][S:2]([O:27][CH2:26][CH2:25][C@:16]1([C:18]2[CH:19]=[CH:20][C:21]([F:24])=[CH:22][CH:23]=2)[O:15][CH2:14][N:13]([C:11](=[O:12])[C:10]2[CH:28]=[C:29]([C:31]([F:34])([F:33])[F:32])[CH:30]=[C:8]([C:7]([F:35])([F:6])[F:36])[CH:9]=2)[CH2:17]1)(=[O:4])=[O:3], predict the reactants needed to synthesize it. The reactants are: [CH3:1][S:2](Cl)(=[O:4])=[O:3].[F:6][C:7]([F:36])([F:35])[C:8]1[CH:9]=[C:10]([CH:28]=[C:29]([C:31]([F:34])([F:33])[F:32])[CH:30]=1)[C:11]([N:13]1[CH2:17][C@@:16]([CH2:25][CH2:26][OH:27])([C:18]2[CH:23]=[CH:22][C:21]([F:24])=[CH:20][CH:19]=2)[O:15][CH2:14]1)=[O:12].C(N(CC)CC)C.